Task: Predict which catalyst facilitates the given reaction.. Dataset: Catalyst prediction with 721,799 reactions and 888 catalyst types from USPTO (1) Reactant: [CH3:1][O:2][C:3]1[CH:8]=[CH:7][C:6]([C:9]2[N:10]=[C:11]3[CH:16]=[C:15]([NH:17][CH:18]([CH3:21])[CH2:19]O)[CH:14]=[CH:13][N:12]3[CH:22]=2)=[CH:5][CH:4]=1.COCCN(S(F)(F)F)CCOC. Product: [CH3:1][O:2][C:3]1[CH:8]=[CH:7][C:6]([C:9]2[N:10]=[C:11]3[CH:16]=[C:15]([N:17]4[CH2:19][CH:18]4[CH3:21])[CH:14]=[CH:13][N:12]3[CH:22]=2)=[CH:5][CH:4]=1. The catalyst class is: 4. (2) Reactant: [OH:1][C:2]1[CH:3]=[N:4][CH:5]=[CH:6][CH:7]=1.Cl[CH2:9][C:10]([N:12]1[CH2:17][CH2:16][N:15]([S:18]([C:21]2[CH:30]=[CH:29][C:28]3[C:23](=[CH:24][CH:25]=[CH:26][CH:27]=3)[CH:22]=2)(=[O:20])=[O:19])[CH2:14][CH2:13]1)=[O:11].C(=O)([O-])[O-].[K+].[K+].O. Product: [CH:22]1[C:23]2[C:28](=[CH:27][CH:26]=[CH:25][CH:24]=2)[CH:29]=[CH:30][C:21]=1[S:18]([N:15]1[CH2:14][CH2:13][N:12]([C:10](=[O:11])[CH2:9][O:1][C:2]2[CH:3]=[N:4][CH:5]=[CH:6][CH:7]=2)[CH2:17][CH2:16]1)(=[O:20])=[O:19]. The catalyst class is: 10.